This data is from Full USPTO retrosynthesis dataset with 1.9M reactions from patents (1976-2016). The task is: Predict the reactants needed to synthesize the given product. (1) Given the product [I:2][C:3]1[CH:10]=[CH:9][C:6]([CH2:7][NH:8][S:12]([CH3:11])(=[O:14])=[O:13])=[CH:5][CH:4]=1, predict the reactants needed to synthesize it. The reactants are: Cl.[I:2][C:3]1[CH:10]=[CH:9][C:6]([CH2:7][NH2:8])=[CH:5][CH:4]=1.[CH3:11][S:12](Cl)(=[O:14])=[O:13].C(N(CC)CC)C. (2) Given the product [CH3:1][S:2]([O:36][CH2:35][C@@H:34]([NH:33][C:8]1[C:7]([F:6])=[CH:12][N:11]=[C:10]([C:13]2[C:21]3[C:16](=[N:17][CH:18]=[C:19]([F:22])[CH:20]=3)[N:15]([S:23]([C:26]3[CH:32]=[CH:31][C:29]([CH3:30])=[CH:28][CH:27]=3)(=[O:24])=[O:25])[CH:14]=2)[CH:9]=1)[C:37]([CH3:40])([CH3:39])[CH3:38])(=[O:4])=[O:3], predict the reactants needed to synthesize it. The reactants are: [CH3:1][S:2](Cl)(=[O:4])=[O:3].[F:6][C:7]1[C:8]([NH:33][C@@H:34]([C:37]([CH3:40])([CH3:39])[CH3:38])[CH2:35][OH:36])=[CH:9][C:10]([C:13]2[C:21]3[C:16](=[N:17][CH:18]=[C:19]([F:22])[CH:20]=3)[N:15]([S:23]([C:26]3[CH:32]=[CH:31][C:29]([CH3:30])=[CH:28][CH:27]=3)(=[O:25])=[O:24])[CH:14]=2)=[N:11][CH:12]=1.C1(C(NC2C(F)=CN=C(C3C4C(=NC=C(F)C=4)N(S(C4C=CC(C)=CC=4)(=O)=O)C=3)N=2)CC([O-])=O)CCC1.C(N(CC)CC)C.